Regression. Given two drug SMILES strings and cell line genomic features, predict the synergy score measuring deviation from expected non-interaction effect. From a dataset of NCI-60 drug combinations with 297,098 pairs across 59 cell lines. (1) Drug 1: C1CCC(CC1)NC(=O)N(CCCl)N=O. Drug 2: C1CC(C1)(C(=O)O)C(=O)O.[NH2-].[NH2-].[Pt+2]. Cell line: SF-295. Synergy scores: CSS=45.3, Synergy_ZIP=-9.19, Synergy_Bliss=-5.91, Synergy_Loewe=-6.47, Synergy_HSA=-0.436. (2) Drug 1: COC1=C2C(=CC3=C1OC=C3)C=CC(=O)O2. Drug 2: C(CCl)NC(=O)N(CCCl)N=O. Cell line: KM12. Synergy scores: CSS=-9.82, Synergy_ZIP=1.33, Synergy_Bliss=-2.64, Synergy_Loewe=-20.9, Synergy_HSA=-17.3. (3) Drug 1: CCN(CC)CCCC(C)NC1=C2C=C(C=CC2=NC3=C1C=CC(=C3)Cl)OC. Drug 2: CC1=C(C(=O)C2=C(C1=O)N3CC4C(C3(C2COC(=O)N)OC)N4)N. Cell line: IGROV1. Synergy scores: CSS=9.30, Synergy_ZIP=-2.17, Synergy_Bliss=-0.487, Synergy_Loewe=-5.46, Synergy_HSA=-2.55. (4) Drug 1: CN1CCC(CC1)COC2=C(C=C3C(=C2)N=CN=C3NC4=C(C=C(C=C4)Br)F)OC. Drug 2: CC1CCC2CC(C(=CC=CC=CC(CC(C(=O)C(C(C(=CC(C(=O)CC(OC(=O)C3CCCCN3C(=O)C(=O)C1(O2)O)C(C)CC4CCC(C(C4)OC)OCCO)C)C)O)OC)C)C)C)OC. Cell line: U251. Synergy scores: CSS=28.2, Synergy_ZIP=-2.57, Synergy_Bliss=2.05, Synergy_Loewe=0.427, Synergy_HSA=4.20. (5) Drug 1: C1CN(P(=O)(OC1)NCCCl)CCCl. Drug 2: N.N.Cl[Pt+2]Cl. Cell line: OVCAR-4. Synergy scores: CSS=32.5, Synergy_ZIP=1.09, Synergy_Bliss=1.57, Synergy_Loewe=-41.4, Synergy_HSA=0.328. (6) Drug 1: C1=CC(=C2C(=C1NCCNCCO)C(=O)C3=C(C=CC(=C3C2=O)O)O)NCCNCCO. Drug 2: B(C(CC(C)C)NC(=O)C(CC1=CC=CC=C1)NC(=O)C2=NC=CN=C2)(O)O. Cell line: BT-549. Synergy scores: CSS=30.4, Synergy_ZIP=-1.60, Synergy_Bliss=-2.52, Synergy_Loewe=-2.10, Synergy_HSA=-1.70. (7) Drug 1: COC1=NC(=NC2=C1N=CN2C3C(C(C(O3)CO)O)O)N. Drug 2: CCN(CC)CCCC(C)NC1=C2C=C(C=CC2=NC3=C1C=CC(=C3)Cl)OC. Cell line: BT-549. Synergy scores: CSS=13.0, Synergy_ZIP=-4.52, Synergy_Bliss=-1.85, Synergy_Loewe=-24.7, Synergy_HSA=-0.949.